Dataset: Full USPTO retrosynthesis dataset with 1.9M reactions from patents (1976-2016). Task: Predict the reactants needed to synthesize the given product. (1) Given the product [OH:12][C:11]1[CH:13]=[CH:14][CH:15]=[CH:16][C:10]=1[C:9]([O:18][CH2:7][C:4]1[CH:5]=[CH:6][CH:1]=[CH:2][CH:3]=1)=[O:17], predict the reactants needed to synthesize it. The reactants are: [CH:1]1[CH:6]=[CH:5][C:4]([CH2:7]Br)=[CH:3][CH:2]=1.[C:9]([OH:18])(=[O:17])[C:10]1[C:11](=[CH:13][CH:14]=[CH:15][CH:16]=1)[OH:12].O. (2) Given the product [CH2:1]([O:8][C:9]1[C:10]([F:22])=[C:11]2[C:12](=[CH:13][CH:14]=1)[NH:15][C:19]([CH3:20])=[CH:18]2)[C:2]1[CH:7]=[CH:6][CH:5]=[CH:4][CH:3]=1, predict the reactants needed to synthesize it. The reactants are: [CH2:1]([O:8][C:9]1[C:10]([F:22])=[C:11]([CH2:18][C:19](=O)[CH3:20])[C:12]([N+:15]([O-])=O)=[CH:13][CH:14]=1)[C:2]1[CH:7]=[CH:6][CH:5]=[CH:4][CH:3]=1.NN. (3) The reactants are: C(O[C:4]([C:6]1[C:7]([OH:27])=[C:8]2[C:16]([Cl:17])=[C:15]([Cl:18])[N:14]([C:19]3[CH:24]=[CH:23][C:22]([O:25][CH3:26])=[CH:21][CH:20]=3)[C:9]2=[C:10]([C:12]#[N:13])[N:11]=1)=[O:5])C.[NH2:28][CH2:29][C:30]([OH:32])=[O:31].C[O-].[Na+].CO. Given the product [Cl:18][C:15]1[N:14]([C:19]2[CH:24]=[CH:23][C:22]([O:25][CH3:26])=[CH:21][CH:20]=2)[C:9]2=[C:10]([C:12]#[N:13])[N:11]=[C:6]([C:4]([NH:28][CH2:29][C:30]([OH:32])=[O:31])=[O:5])[C:7]([OH:27])=[C:8]2[C:16]=1[Cl:17], predict the reactants needed to synthesize it. (4) Given the product [NH2:1][C:2]1[CH:11]=[C:10]([O:12][CH3:13])[C:9]([Br:14])=[CH:8][C:3]=1[CH2:4][OH:5], predict the reactants needed to synthesize it. The reactants are: [NH2:1][C:2]1[CH:11]=[C:10]([O:12][CH3:13])[C:9]([Br:14])=[CH:8][C:3]=1[C:4](OC)=[O:5].B. (5) The reactants are: Br[C:2]1[CH:3]=[N:4][CH:5]=[C:6]([O:8][CH2:9][CH3:10])[CH:7]=1.[CH:11]([C:13]1[CH:14]=[C:15](B(O)O)[CH:16]=[CH:17][CH:18]=1)=[O:12]. Given the product [CH2:9]([O:8][C:6]1[CH:7]=[C:2]([C:17]2[CH:18]=[C:13]([CH:14]=[CH:15][CH:16]=2)[CH:11]=[O:12])[CH:3]=[N:4][CH:5]=1)[CH3:10], predict the reactants needed to synthesize it. (6) Given the product [C:1]([O:5][C:6](=[O:30])[NH:7][C@H:8]([CH2:19][C:20]1[C:28]2[C:23](=[CH:24][CH:25]=[CH:26][CH:27]=2)[N:22]([CH3:29])[CH:21]=1)[C:9]([N:11]1[CH2:15][CH2:14][CH2:13][C@H:12]1[C:16]#[N:17])=[O:10])([CH3:3])([CH3:4])[CH3:2], predict the reactants needed to synthesize it. The reactants are: [C:1]([O:5][C:6](=[O:30])[NH:7][CH:8]([CH2:19][C:20]1[C:28]2[C:23](=[CH:24][CH:25]=[CH:26][CH:27]=2)[N:22]([CH3:29])[CH:21]=1)[C:9]([N:11]1[CH2:15][CH2:14][CH2:13][CH:12]1[C:16](=O)[NH2:17])=[O:10])([CH3:4])([CH3:3])[CH3:2].C(OCC)(=O)C.C(=O)(O)[O-].[Na+]. (7) Given the product [CH2:1]([O:8][C:9]([N:11]1[CH2:16][CH2:15][CH:14]([CH2:17][NH:18][C:19]([C:21]2[CH:26]=[CH:25][N:24]=[C:23]([CH:27]=[O:28])[CH:22]=2)=[O:20])[CH2:13][CH2:12]1)=[O:10])[C:2]1[CH:7]=[CH:6][CH:5]=[CH:4][CH:3]=1, predict the reactants needed to synthesize it. The reactants are: [CH2:1]([O:8][C:9]([N:11]1[CH2:16][CH2:15][CH:14]([CH2:17][NH:18][C:19]([C:21]2[CH:26]=[CH:25][N:24]=[C:23]([CH:27](OCC)[O:28]CC)[CH:22]=2)=[O:20])[CH2:13][CH2:12]1)=[O:10])[C:2]1[CH:7]=[CH:6][CH:5]=[CH:4][CH:3]=1.Cl. (8) Given the product [Cl:1][C:2]1[CH:7]=[C:6]([Cl:8])[CH:5]=[CH:4][C:3]=1[C@@:9]1([CH2:32][N:33]2[CH:37]=[CH:36][N:35]=[CH:34]2)[O:13][C@H:12]([CH2:14][O:15][C:16]2[CH:21]=[CH:20][C:19]([N:22]3[CH2:27][CH2:26][N:25]([S:28]([C:31]4[S:38][CH:39]=[CH:40][CH:41]=4)(=[O:30])=[O:29])[CH2:24][CH2:23]3)=[CH:18][CH:17]=2)[CH2:11][O:10]1, predict the reactants needed to synthesize it. The reactants are: [Cl:1][C:2]1[CH:7]=[C:6]([Cl:8])[CH:5]=[CH:4][C:3]=1[C@@:9]1([CH2:32][N:33]2[CH:37]=[CH:36][N:35]=[CH:34]2)[O:13][C@H:12]([CH2:14][O:15][C:16]2[CH:21]=[CH:20][C:19]([N:22]3[CH2:27][CH2:26][N:25]([S:28]([CH3:31])(=[O:30])=[O:29])[CH2:24][CH2:23]3)=[CH:18][CH:17]=2)[CH2:11][O:10]1.[S:38]1C=[CH:41][CH:40]=[C:39]1S(Cl)(=O)=O.CS(Cl)(=O)=O. (9) Given the product [Cl:1][C:2]1[N:7]=[C:6]([NH:12][C:13]2[CH:18]=[CH:17][C:16]([CH3:19])=[CH:15][CH:14]=2)[CH:5]=[C:4]([CH:9]([CH3:11])[CH3:10])[N:3]=1, predict the reactants needed to synthesize it. The reactants are: [Cl:1][C:2]1[N:7]=[C:6](Cl)[CH:5]=[C:4]([CH:9]([CH3:11])[CH3:10])[N:3]=1.[NH2:12][C:13]1[CH:18]=[CH:17][C:16]([CH3:19])=[CH:15][CH:14]=1.C(N(CC)CC)C.